From a dataset of Full USPTO retrosynthesis dataset with 1.9M reactions from patents (1976-2016). Predict the reactants needed to synthesize the given product. Given the product [OH:25][C:19]1[C:18]2[NH:17][C:8]([CH2:7][O:6][C:5]3[CH:10]=[CH:11][C:2]([CH3:1])=[CH:3][CH:4]=3)=[N:9][C:23]=2[CH:22]=[CH:21][CH:20]=1, predict the reactants needed to synthesize it. The reactants are: [CH3:1][C:2]1[CH:11]=[CH:10][C:5]([O:6][CH2:7][C:8]#[N:9])=[CH:4][CH:3]=1.C[O-].[Na+].Cl.Cl.[NH2:17][C:18]1[C:23](N)=[CH:22][CH:21]=[CH:20][C:19]=1[OH:25].